Dataset: Full USPTO retrosynthesis dataset with 1.9M reactions from patents (1976-2016). Task: Predict the reactants needed to synthesize the given product. (1) Given the product [C:19]1([C:29]2[CH:34]=[CH:33][CH:32]=[CH:31][CH:30]=2)[CH:24]=[CH:23][C:22]([S:25]([N:8]2[CH2:12][C:11](=[N:13][O:14][CH3:15])[CH2:10][C@H:9]2[C:16]([NH:35][CH2:36][C@H:37]([OH:38])[C:39]2[CH:44]=[CH:43][CH:42]=[CH:41][CH:40]=2)=[O:18])(=[O:27])=[O:26])=[CH:21][CH:20]=1, predict the reactants needed to synthesize it. The reactants are: C(OC([N:8]1[CH2:12][C:11](=[N:13][O:14][CH3:15])[CH2:10][C@H:9]1[C:16]([OH:18])=O)=O)(C)(C)C.[C:19]1([C:29]2[CH:34]=[CH:33][CH:32]=[CH:31][CH:30]=2)[CH:24]=[CH:23][C:22]([S:25](Cl)(=[O:27])=[O:26])=[CH:21][CH:20]=1.[NH2:35][CH2:36][C@@H:37]([C:39]1[CH:44]=[CH:43][CH:42]=[CH:41][CH:40]=1)[OH:38]. (2) Given the product [CH:9]([O:12][C:13]([N:15]1[CH2:16][CH2:17][CH:18]([N:21]2[C:28]3=[N:27][CH:26]=[N:25][C:24]([Cl:23])=[C:29]3[C:30]([CH3:31])=[N:22]2)[CH2:19][CH2:20]1)=[O:14])([CH3:11])[CH3:10], predict the reactants needed to synthesize it. The reactants are: C(N(CC)CC)C.Cl.[CH:9]([O:12][C:13]([N:15]1[CH2:20][CH2:19][CH:18]([NH:21][NH2:22])[CH2:17][CH2:16]1)=[O:14])([CH3:11])[CH3:10].[Cl:23][C:24]1[C:29]([C:30](=O)[CH3:31])=[C:28](Cl)[N:27]=[CH:26][N:25]=1.